This data is from Forward reaction prediction with 1.9M reactions from USPTO patents (1976-2016). The task is: Predict the product of the given reaction. (1) Given the reactants [Cl:1][C:2]1[CH:3]=[CH:4][CH:5]=[C:6]2[C:11]=1[N:10]=[C:9]([S:12][CH2:13][CH3:14])[CH:8]=[C:7]2[OH:15].C(=O)([O-])[O-].[Cs+].[Cs+].[CH3:22][O:23][C:24]1[CH:31]=[CH:30][C:27]([CH2:28]Cl)=[CH:26][CH:25]=1, predict the reaction product. The product is: [Cl:1][C:2]1[CH:3]=[CH:4][CH:5]=[C:6]2[C:11]=1[N:10]=[C:9]([S:12][CH2:13][CH3:14])[CH:8]=[C:7]2[O:15][CH2:28][C:27]1[CH:30]=[CH:31][C:24]([O:23][CH3:22])=[CH:25][CH:26]=1. (2) Given the reactants [CH2:1]([O:3][C:4]([C@H:6]1[C@H:10]([NH:11][C@@H](C2C=CC=CC=2)C)[CH2:9][N:8]([C:20]([O:22][C:23]([CH3:26])([CH3:25])[CH3:24])=[O:21])[CH2:7]1)=[O:5])[CH3:2], predict the reaction product. The product is: [CH2:1]([O:3][C:4]([C@H:6]1[C@H:10]([NH2:11])[CH2:9][N:8]([C:20]([O:22][C:23]([CH3:24])([CH3:26])[CH3:25])=[O:21])[CH2:7]1)=[O:5])[CH3:2]. (3) Given the reactants [CH3:1][NH2:2].[C:3]([O:7][C:8]([NH:10][CH2:11][C@H:12]([NH:17][C:18]([C:20]1[C:21]([C:26]([F:29])([F:28])[F:27])=[N:22][N:23]([CH3:25])[CH:24]=1)=[O:19])[C:13]([O:15]C)=O)=[O:9])([CH3:6])([CH3:5])[CH3:4], predict the reaction product. The product is: [CH3:1][NH:2][C:13](=[O:15])[C@@H:12]([NH:17][C:18]([C:20]1[C:21]([C:26]([F:27])([F:29])[F:28])=[N:22][N:23]([CH3:25])[CH:24]=1)=[O:19])[CH2:11][NH:10][C:8](=[O:9])[O:7][C:3]([CH3:6])([CH3:4])[CH3:5]. (4) Given the reactants [OH:1][C@@H:2]1[C@H:6]([OH:7])[C@@H:5]([CH2:8][OH:9])[O:4][C@H:3]1[N:10]1[CH:18]=[N:17][C:16]2[C:11]1=[N:12][C:13]([C:34]([O:36]C)=O)=[N:14][C:15]=2[NH:19][CH2:20][CH:21]([C:28]1[CH:33]=[CH:32][CH:31]=[CH:30][CH:29]=1)[C:22]1[CH:27]=[CH:26][CH:25]=[CH:24][CH:23]=1.[CH2:38]([NH2:41])[CH2:39][NH2:40], predict the reaction product. The product is: [NH2:40][CH2:39][CH2:38][NH:41][C:34]([C:13]1[N:12]=[C:11]2[C:16]([N:17]=[CH:18][N:10]2[C@H:3]2[C@H:2]([OH:1])[C@H:6]([OH:7])[C@@H:5]([CH2:8][OH:9])[O:4]2)=[C:15]([NH:19][CH2:20][CH:21]([C:28]2[CH:29]=[CH:30][CH:31]=[CH:32][CH:33]=2)[C:22]2[CH:27]=[CH:26][CH:25]=[CH:24][CH:23]=2)[N:14]=1)=[O:36]. (5) The product is: [CH2:1]([C:3]1[C:14]([CH2:15][CH2:16][NH:17][C:25](=[O:27])[CH3:26])=[C:6]2[C:7]3[CH2:13][CH2:12][O:11][C:8]=3[CH:9]=[CH:10][N:5]2[N:4]=1)[CH3:2]. Given the reactants [CH2:1]([C:3]1[C:14]([CH2:15][CH2:16][NH2:17])=[C:6]2[C:7]3[CH2:13][CH2:12][O:11][C:8]=3[CH:9]=[CH:10][N:5]2[N:4]=1)[CH3:2].C(N(CC)CC)C.[C:25](OC(=O)C)(=[O:27])[CH3:26].C(=O)([O-])O.[Na+], predict the reaction product. (6) Given the reactants [F:1][C:2]([F:45])([F:44])[C:3]1[CH:4]=[C:5]([CH:9]([C:34]2[CH:39]=[CH:38][CH:37]=[C:36]([C:40]([F:43])([F:42])[F:41])[CH:35]=2)[C:10]2[S:14][C:13]([C:15]([NH:17][C@@H:18]([CH2:23][CH2:24][CH2:25][NH:26][C:27]([O:29][C:30]([CH3:33])([CH3:32])[CH3:31])=[O:28])[C:19]([O:21]C)=[O:20])=[O:16])=[CH:12][CH:11]=2)[CH:6]=[CH:7][CH:8]=1, predict the reaction product. The product is: [F:44][C:2]([F:1])([F:45])[C:3]1[CH:4]=[C:5]([CH:9]([C:34]2[CH:39]=[CH:38][CH:37]=[C:36]([C:40]([F:41])([F:42])[F:43])[CH:35]=2)[C:10]2[S:14][C:13]([C:15]([NH:17][C@@H:18]([CH2:23][CH2:24][CH2:25][NH:26][C:27]([O:29][C:30]([CH3:32])([CH3:33])[CH3:31])=[O:28])[C:19]([OH:21])=[O:20])=[O:16])=[CH:12][CH:11]=2)[CH:6]=[CH:7][CH:8]=1. (7) Given the reactants Cl[C:2]1[CH:7]=[C:6](Cl)[C:5](Cl)=[CH:4][C:3]=1[C:10]1[CH:15]=[CH:14][CH:13]=[CH:12][CH:11]=1.CN[CH2:18][C@@H:19]([C@H:21]([C@@H:23]([C@@H:25]([CH2:27][OH:28])O)O)O)O.Cl[C:30]1C=C[C:33]([C:31]2[CH:30]=CC=[CH:33][CH:32]=2)=[C:32](Cl)[C:31]=1Cl.Cl.[OH2:45], predict the reaction product. The product is: [C:27]([OH:28])(=[O:45])[CH2:25][CH2:23]/[CH:21]=[CH:19]\[CH2:18][CH:30]=[CH:31][CH2:32][CH:33]=[CH:11][CH2:12][CH:13]=[CH:14][CH2:15][CH:10]=[CH:3][CH2:4][CH:5]=[CH:6][CH2:7][CH3:2]. (8) Given the reactants [Br:1][C:2]1[C:3](F)=[C:4]2[C:10]([NH:11][C:12](=[O:16])[CH:13]([CH3:15])[CH3:14])=[CH:9][NH:8][C:5]2=[N:6][CH:7]=1.[CH3:18][C@@H:19]1[CH2:24][CH2:23][NH:22][CH2:21][C@H:20]1[NH:25]C(=O)OC(C)(C)C.CCN(C(C)C)C(C)C.C(O)(C(F)(F)F)=O.[ClH:49], predict the reaction product. The product is: [ClH:49].[NH2:25][C@H:20]1[C@H:19]([CH3:18])[CH2:24][CH2:23][N:22]([C:3]2[C:2]([Br:1])=[CH:7][N:6]=[C:5]3[NH:8][CH:9]=[C:10]([NH:11][C:12](=[O:16])[CH:13]([CH3:15])[CH3:14])[C:4]=23)[CH2:21]1.